From a dataset of Full USPTO retrosynthesis dataset with 1.9M reactions from patents (1976-2016). Predict the reactants needed to synthesize the given product. (1) Given the product [Br:3][C:4]1[CH:5]=[C:6]([N+:14]([O-:16])=[O:15])[C:7]([O:12][CH3:13])=[C:8]([CH:11]=1)[CH2:9][OH:10], predict the reactants needed to synthesize it. The reactants are: [BH4-].[Na+].[Br:3][C:4]1[CH:5]=[C:6]([N+:14]([O-:16])=[O:15])[C:7]([O:12][CH3:13])=[C:8]([CH:11]=1)[CH:9]=[O:10]. (2) Given the product [CH3:1][O:2][C:3]1[CH:9]=[CH:8][C:7]([N+:10]([O-:12])=[O:11])=[CH:6][C:4]=1[NH:5][CH:13]=[O:14], predict the reactants needed to synthesize it. The reactants are: [CH3:1][O:2][C:3]1[CH:9]=[CH:8][C:7]([N+:10]([O-:12])=[O:11])=[CH:6][C:4]=1[NH2:5].[CH:13](O)=[O:14].C(O)(=O)C. (3) Given the product [Br:24][CH2:25][CH2:26][CH2:27][CH2:28][CH2:29][CH2:30][O:21][C:14]1[C:15]([O:19][CH3:20])=[CH:16][CH:17]=[C:18]2[C:13]=1[NH:12][C:11](=[O:22])[CH:10]=[C:9]2[NH:8][C:7]1[C:6]([Cl:23])=[CH:5][N:4]=[CH:3][C:2]=1[Cl:1], predict the reactants needed to synthesize it. The reactants are: [Cl:1][C:2]1[CH:3]=[N:4][CH:5]=[C:6]([Cl:23])[C:7]=1[NH:8][C:9]1[C:18]2[C:13](=[C:14]([OH:21])[C:15]([O:19][CH3:20])=[CH:16][CH:17]=2)[NH:12][C:11](=[O:22])[CH:10]=1.[Br:24][CH2:25][CH2:26][CH2:27][CH2:28][CH2:29][CH2:30]Br.ClCCCCCCOC1C(OC)=CC=C2C=1NC(=O)C=C2NC1C(Cl)=CN=CC=1Cl. (4) Given the product [Cl:26][C:27]1[CH:34]=[CH:33][C:30]([CH2:31][NH:32][C:22]([C:16]2[CH:15]=[C:14]3[C:19]([C:20](=[O:21])[N:11]([C:5]4[N:6]=[C:7]([O:9][CH3:10])[CH:8]=[C:3]([O:2][CH3:1])[N:4]=4)[C:12](=[S:25])[NH:13]3)=[CH:18][CH:17]=2)=[O:24])=[CH:29][CH:28]=1, predict the reactants needed to synthesize it. The reactants are: [CH3:1][O:2][C:3]1[CH:8]=[C:7]([O:9][CH3:10])[N:6]=[C:5]([N:11]2[C:20](=[O:21])[C:19]3[C:14](=[CH:15][C:16]([C:22]([OH:24])=O)=[CH:17][CH:18]=3)[NH:13][C:12]2=[S:25])[N:4]=1.[Cl:26][C:27]1[CH:34]=[CH:33][C:30]([CH2:31][NH2:32])=[CH:29][CH:28]=1.CCN(C(C)C)C(C)C.CN(C(ON1N=NC2C=CC=NC1=2)=[N+](C)C)C.F[P-](F)(F)(F)(F)F. (5) Given the product [CH:40]1[C:49]2[C:44](=[CH:45][CH:46]=[CH:47][CH:48]=2)[CH:43]=[CH:42][C:41]=1[C:50]([O:1][CH:2]1[CH2:20][CH:19]2[N:4]([C:5](=[O:39])[CH:6]([NH:31][C:32]([O:34][C:35]([CH3:36])([CH3:38])[CH3:37])=[O:33])[CH2:7][CH2:8][CH2:9][CH2:10][CH2:11][CH:12]=[CH:13][CH:14]3[C:16]([C:22]([NH:24][S:25]([CH:28]4[CH2:30][CH2:29]4)(=[O:27])=[O:26])=[O:23])([NH:17][C:18]2=[O:21])[CH2:15]3)[CH2:3]1)=[O:51], predict the reactants needed to synthesize it. The reactants are: [OH:1][CH:2]1[CH2:20][CH:19]2[N:4]([C:5](=[O:39])[CH:6]([NH:31][C:32]([O:34][C:35]([CH3:38])([CH3:37])[CH3:36])=[O:33])[CH2:7][CH2:8][CH2:9][CH2:10][CH2:11][CH:12]=[CH:13][CH:14]3[C:16]([C:22]([NH:24][S:25]([CH:28]4[CH2:30][CH2:29]4)(=[O:27])=[O:26])=[O:23])([NH:17][C:18]2=[O:21])[CH2:15]3)[CH2:3]1.[CH:40]1[C:49]2[C:44](=[CH:45][CH:46]=[CH:47][CH:48]=2)[CH:43]=[CH:42][C:41]=1[C:50](Cl)=[O:51]. (6) Given the product [CH2:41]([O:40][C:38]([NH:8][C@@H:9]([CH2:14][C:15]1[CH:20]=[CH:19][C:18]([CH:21]2[S:25](=[O:27])(=[O:26])[NH:24][C:23](=[O:28])[CH2:22]2)=[C:17]([Br:29])[CH:16]=1)[C:10]([OH:12])=[O:11])=[O:39])[C:42]1[CH:47]=[CH:46][CH:45]=[CH:44][CH:43]=1, predict the reactants needed to synthesize it. The reactants are: FC(F)(F)C(O)=O.[NH2:8][C@@H:9]([CH2:14][C:15]1[CH:20]=[CH:19][C:18]([CH:21]2[S:25](=[O:27])(=[O:26])[NH:24][C:23](=[O:28])[CH2:22]2)=[C:17]([Br:29])[CH:16]=1)[C:10]([O:12]C)=[O:11].C(N(CC)CC)C.Cl[C:38]([O:40][CH2:41][C:42]1[CH:47]=[CH:46][CH:45]=[CH:44][CH:43]=1)=[O:39].[OH-].[Li+]. (7) The reactants are: [F:1][C:2]1[CH:7]=[CH:6][CH:5]=[CH:4][C:3]=1[CH2:8][O:9][C:10]1[CH:15]=[CH:14][C:13]([C@@H:16]2[N:20]([C:21]([O:23][C:24]([CH3:27])([CH3:26])[CH3:25])=[O:22])[C@H:19]([C:28]([O:30][CH3:31])=[O:29])[CH2:18][CH2:17]2)=[CH:12][CH:11]=1.[Li+].C[Si]([N-][Si](C)(C)C)(C)C.Br[CH2:43][C:44]#[N:45]. Given the product [C:44]([CH2:43][C@@:19]1([C:28]([O:30][CH3:31])=[O:29])[CH2:18][CH2:17][C@H:16]([C:13]2[CH:12]=[CH:11][C:10]([O:9][CH2:8][C:3]3[CH:4]=[CH:5][CH:6]=[CH:7][C:2]=3[F:1])=[CH:15][CH:14]=2)[N:20]1[C:21]([O:23][C:24]([CH3:26])([CH3:27])[CH3:25])=[O:22])#[N:45], predict the reactants needed to synthesize it.